Dataset: Full USPTO retrosynthesis dataset with 1.9M reactions from patents (1976-2016). Task: Predict the reactants needed to synthesize the given product. (1) Given the product [ClH:1].[Cl:1][C:2]1[CH:7]=[CH:6][C:5]([C:8]2[C:13]([C:14]3[CH:19]=[CH:18][CH:17]=[CH:16][N:15]=3)=[CH:12][CH:11]=[C:10]([C:20]([NH:31][C:32]3([C:42]([OH:44])=[O:43])[CH:39]4[CH2:38][CH:37]5[CH2:36][CH:35]([CH2:34][CH:33]3[CH2:41]5)[CH2:40]4)=[O:21])[N:9]=2)=[CH:4][C:3]=1[O:24][CH2:25][CH2:26][CH2:27][N:28]([CH3:30])[CH3:29], predict the reactants needed to synthesize it. The reactants are: [Cl:1][C:2]1[CH:7]=[CH:6][C:5]([C:8]2[C:13]([C:14]3[CH:19]=[CH:18][CH:17]=[CH:16][N:15]=3)=[CH:12][CH:11]=[C:10]([C:20](OC)=[O:21])[N:9]=2)=[CH:4][C:3]=1[O:24][CH2:25][CH2:26][CH2:27][N:28]([CH3:30])[CH3:29].[NH2:31][C:32]1([C:42]([OH:44])=[O:43])[CH:39]2[CH2:40][CH:35]3[CH2:36][CH:37]([CH2:41][CH:33]1[CH2:34]3)[CH2:38]2. (2) Given the product [CH:57]1([NH:58][C:60](=[O:61])[CH:35]([OH:66])[C@@H:36]([NH:41][C:10](=[O:12])[C@@H:9]([NH:13][C@@H:14]([C:19]2[CH:20]=[CH:21][C:22]([F:25])=[CH:23][CH:24]=2)[C:15]([F:18])([F:16])[F:17])[CH2:8][S:5]([CH2:4][CH:1]2[CH2:2][CH2:3]2)(=[O:7])=[O:6])[CH2:37][CH3:38])[CH2:56][CH2:54]1, predict the reactants needed to synthesize it. The reactants are: [CH:1]1([CH2:4][S:5]([CH2:8][C@H:9]([NH:13][C@@H:14]([C:19]2[CH:24]=[CH:23][C:22]([F:25])=[CH:21][CH:20]=2)[C:15]([F:18])([F:17])[F:16])[C:10]([OH:12])=O)(=[O:7])=[O:6])[CH2:3][CH2:2]1.CN(C(ON1N=[N:41][C:36]2[CH:37]=[CH:38]C=N[C:35]1=2)=[N+](C)C)C.F[P-](F)(F)(F)(F)F.C(N[CH:54]([CH3:56])C)(C)C.[CH3:57][N:58]([CH:60]=[O:61])C.CC([O:66]C)(C)C. (3) Given the product [C:28]([CH:17]([NH:16][C:2]1[C:11]([C:12]([OH:14])=[O:13])=[CH:10][C:9]2[C:4](=[CH:5][CH:6]=[C:7]([Cl:15])[CH:8]=2)[N:3]=1)[CH2:18][C:19]1[C:27]2[C:22](=[CH:23][CH:24]=[CH:25][CH:26]=2)[NH:21][CH:20]=1)([OH:30])=[O:29], predict the reactants needed to synthesize it. The reactants are: Cl[C:2]1[C:11]([C:12]([OH:14])=[O:13])=[CH:10][C:9]2[C:4](=[CH:5][CH:6]=[C:7]([Cl:15])[CH:8]=2)[N:3]=1.[NH2:16][CH:17]([C:28]([OH:30])=[O:29])[CH2:18][C:19]1[C:27]2[C:22](=[CH:23][CH:24]=[CH:25][CH:26]=2)[NH:21][CH:20]=1. (4) Given the product [F:50][C:44]1[CH:45]=[C:46]([F:49])[CH:47]=[CH:48][C:43]=1[C@H:41]1[C@H:40]([C:51]([N:12]2[CH2:13][CH2:14][C@:15]([O:22][CH3:23])([C:16]3[CH:17]=[CH:18][CH:19]=[CH:20][CH:21]=3)[C@@H:10]([O:9][CH3:8])[CH2:11]2)=[O:52])[CH2:39][N:38]([C:36]([O:35][C:31]([CH3:34])([CH3:33])[CH3:32])=[O:37])[CH2:42]1, predict the reactants needed to synthesize it. The reactants are: CCCP(O)(O)=O.[CH3:8][O:9][C@@H:10]1[C@@:15]([O:22][CH3:23])([C:16]2[CH:21]=[CH:20][CH:19]=[CH:18][CH:17]=2)[CH2:14][CH2:13][NH:12][CH2:11]1.C(N(CC)CC)C.[C:31]([O:35][C:36]([N:38]1[CH2:42][C@@H:41]([C:43]2[CH:48]=[CH:47][C:46]([F:49])=[CH:45][C:44]=2[F:50])[C@H:40]([C:51](O)=[O:52])[CH2:39]1)=[O:37])([CH3:34])([CH3:33])[CH3:32]. (5) Given the product [CH3:1][C:2]1[CH:7]=[CH:6][CH:5]=[C:4]([CH3:8])[C:3]=1[S:9][CH2:10][CH2:11][CH2:12][CH2:13][CH2:14][CH3:15], predict the reactants needed to synthesize it. The reactants are: [CH3:1][C:2]1[CH:7]=[CH:6][CH:5]=[C:4]([CH3:8])[C:3]=1[SH:9].[CH2:10](Br)[CH2:11][CH2:12][CH2:13][CH2:14][CH3:15].